Task: Binary Classification. Given a drug SMILES string, predict its activity (active/inactive) in a high-throughput screening assay against a specified biological target.. Dataset: HIV replication inhibition screening data with 41,000+ compounds from the AIDS Antiviral Screen (1) The drug is C[PH](C)(C)[Ir-3]1([PH](C)(C)C)([PH](C)(C)C)NC(c2c[nH]c3ccccc23)C(=O)[OH+]1.[Cl-]. The result is 0 (inactive). (2) The molecule is CCOC(=O)C(C(=S)NCc1ccccc1)=C(N)N1CCCC1. The result is 0 (inactive). (3) The compound is COC(=O)C1C(O)C(=O)N2CCC(OC(=O)c3ccccc3)C12. The result is 0 (inactive). (4) The molecule is CN1C(=O)CCSC1=S. The result is 0 (inactive).